This data is from Full USPTO retrosynthesis dataset with 1.9M reactions from patents (1976-2016). The task is: Predict the reactants needed to synthesize the given product. (1) The reactants are: [N+:1]([C:4]1[CH:12]=[C:11]2[C:7]([CH2:8][NH:9][C:10]2=[O:13])=[C:6]([C:14]2[CH:19]=[CH:18][C:17]([NH:20]C(=O)OC(C)(C)C)=[CH:16][CH:15]=2)[CH:5]=1)([O-:3])=[O:2]. Given the product [NH2:20][C:17]1[CH:16]=[CH:15][C:14]([C:6]2[CH:5]=[C:4]([N+:1]([O-:3])=[O:2])[CH:12]=[C:11]3[C:7]=2[CH2:8][NH:9][C:10]3=[O:13])=[CH:19][CH:18]=1, predict the reactants needed to synthesize it. (2) Given the product [F:1][C:2]1[CH:19]=[C:18]([F:20])[CH:17]=[CH:16][C:3]=1[CH2:4][NH:5][CH2:6][C:7]1[CH:12]=[CH:11][C:10]([CH2:13][CH3:14])=[CH:9][CH:8]=1, predict the reactants needed to synthesize it. The reactants are: [F:1][C:2]1[CH:19]=[C:18]([F:20])[CH:17]=[CH:16][C:3]=1[CH2:4][NH:5][C:6](=O)[C:7]1[CH:12]=[CH:11][C:10]([CH2:13][CH3:14])=[CH:9][CH:8]=1.B. (3) Given the product [Cl:1][C:2]1[CH:3]=[C:4]([C:16]2[N:17]=[CH:18][C:19]([C:22]3[CH:27]=[CH:26][CH:25]=[C:24](/[CH:28]=[CH:29]/[O:30][CH3:31])[C:23]=3[CH2:32][CH3:33])=[CH:20][N:21]=2)[CH:5]=[CH:6][C:7]=1[O:8][CH:9]([CH3:11])[CH3:10], predict the reactants needed to synthesize it. The reactants are: [Cl:1][C:2]1[CH:3]=[C:4](B(O)O)[CH:5]=[CH:6][C:7]=1[O:8][CH:9]([CH3:11])[CH3:10].Cl[C:16]1[N:21]=[CH:20][C:19]([C:22]2[CH:27]=[CH:26][CH:25]=[C:24](/[CH:28]=[CH:29]/[O:30][CH3:31])[C:23]=2[CH2:32][CH3:33])=[CH:18][N:17]=1.C(=O)([O-])[O-].[Cs+].[Cs+]. (4) The reactants are: [Si:1]([O:8][C:9]1[CH:10]=[CH:11][CH:12]=[C:13]2[C:18]=1[N:17]=[C:16](/[CH:19]=[N:20]/[NH:21][C:22]1[CH:27]=[C:26]([CH3:28])[CH:25]=[CH:24][N:23]=1)[CH:15]=[CH:14]2)([C:4]([CH3:7])([CH3:6])[CH3:5])([CH3:3])[CH3:2].C(O)(=O)C.C(O)(=O)C.IC1C=CC=CC=1. Given the product [Si:1]([O:8][C:9]1[CH:10]=[CH:11][CH:12]=[C:13]2[C:18]=1[N:17]=[C:16]([C:19]1[N:23]3[CH:24]=[CH:25][C:26]([CH3:28])=[CH:27][C:22]3=[N:21][N:20]=1)[CH:15]=[CH:14]2)([C:4]([CH3:7])([CH3:6])[CH3:5])([CH3:3])[CH3:2], predict the reactants needed to synthesize it. (5) Given the product [NH:13]1[C:12]2[CH:16]=[CH:17][C:9]([N:8]3[CH:28]([C:27]4[CH:30]=[CH:31][C:24]([O:23][CH2:18][CH2:19][CH2:20][CH2:21][CH3:22])=[CH:25][CH:26]=4)[CH2:39][NH:38][C:43]3=[O:44])=[CH:10][C:11]=2[N:15]=[CH:14]1, predict the reactants needed to synthesize it. The reactants are: FC(F)(F)C([O-])=O.[NH2:8][C:9]1[CH:17]=[CH:16][C:12]2[N:13]=[CH:14][NH:15][C:11]=2[CH:10]=1.[CH2:18]([O:23][C:24]1[CH:31]=[CH:30][C:27]([CH:28]=O)=[CH:26][CH:25]=1)[CH2:19][CH2:20][CH2:21][CH3:22].[Si](C#N)(C)(C)C.[N:38]1([C:43](N2C=CN=C2)=[O:44])C=CN=[CH:39]1. (6) Given the product [Cl:34][C:35]1[C:36]([C:37]([N:11]2[CH2:10][CH2:9][C:8]([C:4]3[CH:5]=[CH:6][CH:7]=[C:2]([F:1])[CH:3]=3)([CH2:14][CH2:15][N:16]3[C@H:21]4[CH2:22][CH2:23][C@@H:17]3[CH2:18][CH:19]([N:24]3[C:28]5[CH:29]=[CH:30][CH:31]=[CH:32][C:27]=5[N:26]=[C:25]3[CH3:33])[CH2:20]4)[CH2:13][CH2:12]2)=[O:38])=[CH:40][C:41]([S:45]([NH:48][CH:49]([CH3:50])[CH3:51])(=[O:46])=[O:47])=[C:42]([F:44])[CH:43]=1, predict the reactants needed to synthesize it. The reactants are: [F:1][C:2]1[CH:3]=[C:4]([C:8]2([CH2:14][CH2:15][N:16]3[C@H:21]4[CH2:22][CH2:23][C@@H:17]3[CH2:18][CH:19]([N:24]3[C:28]5[CH:29]=[CH:30][CH:31]=[CH:32][C:27]=5[N:26]=[C:25]3[CH3:33])[CH2:20]4)[CH2:13][CH2:12][NH:11][CH2:10][CH2:9]2)[CH:5]=[CH:6][CH:7]=1.[Cl:34][C:35]1[CH:43]=[C:42]([F:44])[C:41]([S:45]([NH:48][CH:49]([CH3:51])[CH3:50])(=[O:47])=[O:46])=[CH:40][C:36]=1[C:37](O)=[O:38].CN(C(ON1N=NC2C=CC=NC1=2)=[N+](C)C)C.F[P-](F)(F)(F)(F)F.